Task: Predict the reaction yield, written as a fraction of the theoretical maximum amount of product (1.0 means a 100% yield; for example, 0.34 means a 34% yield).. Dataset: Reaction yield outcomes from USPTO patents with 853,638 reactions (1) The reactants are [Cl:1][C:2]1[CH:31]=[C:30]([OH:32])[CH:29]=[C:28]([Cl:33])[C:3]=1[CH2:4][C@@H:5]1[CH2:9][CH2:8][N:7]([N:10]2[CH2:15][CH2:14][CH:13]([O:16][Si:17]([CH:24]([CH3:26])[CH3:25])([CH:21]([CH3:23])[CH3:22])[CH:18]([CH3:20])[CH3:19])[CH2:12][CH2:11]2)[C:6]1=[O:27].N1C=CC=CC=1.[F:40][C:41]([F:54])([F:53])[S:42](O[S:42]([C:41]([F:54])([F:53])[F:40])(=[O:44])=[O:43])(=[O:44])=[O:43]. The catalyst is C(Cl)Cl. The product is [Cl:1][C:2]1[CH:31]=[C:30]([O:32][S:42]([C:41]([F:54])([F:53])[F:40])(=[O:44])=[O:43])[CH:29]=[C:28]([Cl:33])[C:3]=1[CH2:4][C@@H:5]1[CH2:9][CH2:8][N:7]([N:10]2[CH2:11][CH2:12][CH:13]([O:16][Si:17]([CH:18]([CH3:19])[CH3:20])([CH:21]([CH3:22])[CH3:23])[CH:24]([CH3:26])[CH3:25])[CH2:14][CH2:15]2)[C:6]1=[O:27]. The yield is 0.870. (2) The product is [CH2:1]([C@@H:3]1[CH2:7][O:6][C:5]([C:8]2[NH:9][C:10]([C:13]3[CH:18]=[C:17]([OH:19])[CH:16]=[C:15]([O:30][C@@H:31]([CH3:35])[CH2:32][O:33][CH3:34])[CH:14]=3)=[CH:11][CH:12]=2)=[N:4]1)[CH3:2]. The reactants are [CH2:1]([C@@H:3]1[CH2:7][O:6][C:5]([C:8]2[NH:9][C:10]([C:13]3[CH:18]=[C:17]([O:19][Si](C(C)C)(C(C)C)C(C)C)[CH:16]=[C:15]([O:30][C@@H:31]([CH3:35])[CH2:32][O:33][CH3:34])[CH:14]=3)=[CH:11][CH:12]=2)=[N:4]1)[CH3:2].[F-].C([N+](CCCC)(CCCC)CCCC)CCC.[Cl-].[NH4+]. The catalyst is O1CCCC1. The yield is 0.830. (3) The reactants are [Cl:1][C:2]1[CH:9]=[CH:8][C:5]([CH2:6][NH2:7])=[CH:4][CH:3]=1.C(N(CC)C(C)C)(C)C.Cl[C:20]1[S:21][C:22]([CH:26]=[O:27])=[C:23]([Cl:25])[N:24]=1.O. The catalyst is O1CCCC1. The product is [Cl:25][C:23]1[N:24]=[C:20]([NH:7][CH2:6][C:5]2[CH:8]=[CH:9][C:2]([Cl:1])=[CH:3][CH:4]=2)[S:21][C:22]=1[CH:26]=[O:27]. The yield is 0.500. (4) The reactants are [NH2:1][C:2]1[C:3]2[C:10]([C:11]3[CH:25]=[CH:24][C:14]([CH2:15][NH:16]C(=O)OC(C)(C)C)=[CH:13][CH:12]=3)=[CH:9][N:8]([S:26]([C:29]3[CH:34]=[CH:33][CH:32]=[CH:31][CH:30]=3)(=[O:28])=[O:27])[C:4]=2[N:5]=[CH:6][N:7]=1.C(O)(C(F)(F)F)=O. The catalyst is C(Cl)Cl. The product is [NH2:16][CH2:15][C:14]1[CH:24]=[CH:25][C:11]([C:10]2[C:3]3[C:2]([NH2:1])=[N:7][CH:6]=[N:5][C:4]=3[N:8]([S:26]([C:29]3[CH:30]=[CH:31][CH:32]=[CH:33][CH:34]=3)(=[O:27])=[O:28])[CH:9]=2)=[CH:12][CH:13]=1. The yield is 0.930. (5) The reactants are [CH2:1]([O:3][C:4]([C:6]1[C:7]([Cl:14])=[N:8][C:9](Cl)=[CH:10][C:11]=1[CH3:12])=[O:5])[CH3:2].C(=O)([O-])[O-].[K+].[K+].[NH:21]1[CH2:26][CH2:25][O:24][CH2:23][CH2:22]1.O. The catalyst is CN(C)C=O. The product is [CH2:1]([O:3][C:4]([C:6]1[C:7]([Cl:14])=[N:8][C:9]([N:21]2[CH2:26][CH2:25][O:24][CH2:23][CH2:22]2)=[CH:10][C:11]=1[CH3:12])=[O:5])[CH3:2]. The yield is 0.290. (6) The reactants are [Cl:1][C:2]1[C:3]([C:8]2([CH3:15])[CH2:13][CH2:12][C:11](=[O:14])[CH2:10][CH2:9]2)=[N:4][CH:5]=[CH:6][CH:7]=1.[F:16][C:17]([F:36])([F:35])[S:18](N(C1C=CC=CC=1)[S:18]([C:17]([F:36])([F:35])[F:16])(=[O:20])=[O:19])(=[O:20])=[O:19].C[Si]([N-][Si](C)(C)C)(C)C.[Li+]. The catalyst is O1CCCC1.C(OCC)(=O)C.CCCCCC. The product is [F:16][C:17]([F:36])([F:35])[S:18]([O:14][C:11]1[CH2:10][CH2:9][C:8]([C:3]2[C:2]([Cl:1])=[CH:7][CH:6]=[CH:5][N:4]=2)([CH3:15])[CH2:13][CH:12]=1)(=[O:20])=[O:19]. The yield is 0.820.